This data is from Catalyst prediction with 721,799 reactions and 888 catalyst types from USPTO. The task is: Predict which catalyst facilitates the given reaction. Reactant: C([O-])([O-])=O.[K+].[K+].[CH3:7][O:8][C:9]1[CH:15]=[CH:14][C:12]([NH2:13])=[CH:11][CH:10]=1.CC1C=CC(S(O[CH2:27][CH2:28][O:29][CH2:30][CH2:31][O:32][CH2:33][C:34]#[CH:35])(=O)=O)=CC=1. Product: [CH3:7][O:8][C:9]1[CH:15]=[CH:14][C:12]([NH:13][CH2:27][CH2:28][O:29][CH2:30][CH2:31][O:32][CH2:33][C:34]#[CH:35])=[CH:11][CH:10]=1. The catalyst class is: 3.